This data is from Retrosynthesis with 50K atom-mapped reactions and 10 reaction types from USPTO. The task is: Predict the reactants needed to synthesize the given product. (1) The reactants are: N#Cc1ncccn1. Given the product NCc1ncccn1, predict the reactants needed to synthesize it. (2) Given the product COc1cc(O)c(C(=O)c2ccc(F)cc2)cc1Cl, predict the reactants needed to synthesize it. The reactants are: COc1cc(OC)c(C(=O)c2ccc(F)cc2)cc1Cl. (3) Given the product N#Cc1ccc(N(C(=O)C(F)(F)F)c2cccc3c2CCC2OC32)cc1, predict the reactants needed to synthesize it. The reactants are: N#Cc1ccc(N(C(=O)C(F)(F)F)c2cccc3c2CCC=C3)cc1.O=C(OO)c1cccc(Cl)c1. (4) The reactants are: CCOC(=O)c1c(Cl)c2ccccc2n1-c1ccc(CNC(=O)C2(NC(=O)c3cc(OC)no3)CC2)cc1. Given the product COc1cc(C(=O)NC2(C(=O)NCc3ccc(-n4c(C(=O)O)c(Cl)c5ccccc54)cc3)CC2)on1, predict the reactants needed to synthesize it. (5) Given the product CCOC(=O)CNc1ccccc1C(N)=O, predict the reactants needed to synthesize it. The reactants are: CCOC(=O)CBr.NC(=O)c1ccccc1N. (6) Given the product CSc1nc(CS(C)(=O)=O)cc(N2[C@@H](C)COC[C@H]2C)n1, predict the reactants needed to synthesize it. The reactants are: CSc1nc(CS(C)(=O)=O)cc(OS(=O)(=O)C(F)(F)F)n1.C[C@H]1COC[C@@H](C)N1.